Dataset: Forward reaction prediction with 1.9M reactions from USPTO patents (1976-2016). Task: Predict the product of the given reaction. (1) Given the reactants Br[C:2]1[CH:11]=[C:10]2[C:5]([CH:6]=[C:7]([NH:12][C:13]([CH:15]3[CH2:17][CH2:16]3)=[O:14])[N:8]=[CH:9]2)=[CH:4][CH:3]=1.[CH3:18][C:19]1[CH:20]=[N:21][N:22]([CH:37]2[CH2:42][CH2:41][CH2:40][CH2:39][O:38]2)[C:23]=1[Sn](CCCC)(CCCC)CCCC.CN(C)C=O.[F-].[Cs+], predict the reaction product. The product is: [CH3:18][C:19]1[CH:20]=[N:21][N:22]([CH:37]2[CH2:42][CH2:41][CH2:40][CH2:39][O:38]2)[C:23]=1[C:2]1[CH:11]=[C:10]2[C:5]([CH:6]=[C:7]([NH:12][C:13]([CH:15]3[CH2:17][CH2:16]3)=[O:14])[N:8]=[CH:9]2)=[CH:4][CH:3]=1. (2) Given the reactants [F:1][C:2]1([F:11])[CH2:7][CH2:6][CH:5]([C:8](O)=[O:9])[CH2:4][CH2:3]1.C[CH2:13][N:14](C(C)C)C(C)C.CN(C(ON1N=NC2C=CC=NC1=2)=[N+](C)C)C.F[P-](F)(F)(F)(F)F.Cl.CNOC, predict the reaction product. The product is: [F:1][C:2]1([F:11])[CH2:7][CH2:6][CH:5]([C:8]([NH:14][CH3:13])=[O:9])[CH2:4][CH2:3]1. (3) Given the reactants [N+:1]([C:4]1[CH:8]=[CH:7][NH:6][N:5]=1)([O-:3])=[O:2].C(=O)([O-])[O-].[K+].[K+].[CH3:15][C:16]1([CH3:19])[O:18][CH2:17]1, predict the reaction product. The product is: [CH3:15][C:16]([OH:18])([CH3:19])[CH2:17][N:6]1[CH:7]=[CH:8][C:4]([N+:1]([O-:3])=[O:2])=[N:5]1.